This data is from Full USPTO retrosynthesis dataset with 1.9M reactions from patents (1976-2016). The task is: Predict the reactants needed to synthesize the given product. (1) Given the product [F:1][C:2]1[CH:7]=[CH:6][C:5]([F:8])=[CH:4][C:3]=1[O:9][CH2:17][CH2:18][O:19][Si:20]([CH:24]([CH3:25])[CH3:26])([CH:21]([CH3:23])[CH3:22])[CH:27]([CH3:28])[CH3:29], predict the reactants needed to synthesize it. The reactants are: [F:1][C:2]1[CH:7]=[CH:6][C:5]([F:8])=[CH:4][C:3]=1[OH:9].C(=O)([O-])[O-].[K+].[K+].I[CH2:17][CH2:18][O:19][Si:20]([CH:27]([CH3:29])[CH3:28])([CH:24]([CH3:26])[CH3:25])[CH:21]([CH3:23])[CH3:22]. (2) The reactants are: [Cl:1][C:2]1[S:3][C:4]([C:10]([C:12]2[C:13]([NH:18][C@H:19]3[CH2:23][C@H:22]([O:24][Si](C(C)C)(C(C)C)C(C)C)[C@@H:21]([CH2:35][OH:36])[CH2:20]3)=[N:14][CH:15]=[N:16][CH:17]=2)=[O:11])=[CH:5][C:6]=1[C:7](=[O:9])[CH3:8].Cl[S:38]([NH2:41])(=[O:40])=[O:39]. Given the product [S:38](=[O:40])(=[O:39])([O:36][CH2:35][C@H:21]1[CH2:20][C@@H:19]([NH:18][C:13]2[C:12]([C:10]([C:4]3[S:3][C:2]([Cl:1])=[C:6]([C:7](=[O:9])[CH3:8])[CH:5]=3)=[O:11])=[CH:17][N:16]=[CH:15][N:14]=2)[CH2:23][C@@H:22]1[OH:24])[NH2:41], predict the reactants needed to synthesize it. (3) Given the product [Cl:12][C:10]1[CH:9]=[C:8]([Cl:13])[CH:7]=[C:6]2[C:11]=1[C:2]([NH:1][C:26]([N:25]([C:19]1[CH:24]=[CH:23][CH:22]=[CH:21][CH:20]=1)[C:29]1[CH:34]=[CH:33][CH:32]=[CH:31][CH:30]=1)=[O:27])=[CH:3][C:4]([C:14]([O:16][CH2:17][CH3:18])=[O:15])=[N:5]2, predict the reactants needed to synthesize it. The reactants are: [NH2:1][C:2]1[C:11]2[C:6](=[CH:7][C:8]([Cl:13])=[CH:9][C:10]=2[Cl:12])[N:5]=[C:4]([C:14]([O:16][CH2:17][CH3:18])=[O:15])[CH:3]=1.[C:19]1([N:25]([C:29]2[CH:34]=[CH:33][CH:32]=[CH:31][CH:30]=2)[C:26](Cl)=[O:27])[CH:24]=[CH:23][CH:22]=[CH:21][CH:20]=1.[H-].[Na+].